This data is from Reaction yield outcomes from USPTO patents with 853,638 reactions. The task is: Predict the reaction yield, written as a fraction of the theoretical maximum amount of product (1.0 means a 100% yield; for example, 0.34 means a 34% yield). (1) The reactants are CC([N:5]([CH:9]([CH2:19]O)[C:10]([CH3:18])([C:12]1[CH:17]=[CH:16][CH:15]=[CH:14][CH:13]=1)[CH3:11])[C:6](=[O:8])[O-:7])(C)C.C1(P([C:34]2[CH:39]=[CH:38]C=CC=2)C2C=CC=CC=2)C=CC=CC=1.[C:40]1(=[O:50])[NH:44][C:43](=[O:45])[C:42]2=[CH:46][CH:47]=[CH:48][CH:49]=[C:41]12.N(C(OCC)=O)=N[C:53](OCC)=O. The catalyst is C1COCC1.CO. The product is [O:45]=[C:43]1[C:42]2[C:41](=[CH:49][CH:48]=[CH:47][CH:46]=2)[C:40](=[O:50])[N:44]1[CH2:19][CH:9]([NH:5][C:6](=[O:8])[O:7][C:39]([CH3:38])([CH3:34])[CH3:53])[C:10]([CH3:11])([C:12]1[CH:13]=[CH:14][CH:15]=[CH:16][CH:17]=1)[CH3:18]. The yield is 0.640. (2) The reactants are [CH:1]1([CH2:7][N:8]2[CH2:13][CH2:12][NH:11][CH2:10][CH2:9]2)[CH2:6][CH2:5][CH2:4][CH2:3][CH2:2]1.Cl[C:15]1[C:24]([CH:25]=[O:26])=[CH:23][C:22]2[C:17](=[CH:18][CH:19]=[CH:20][CH:21]=2)[N:16]=1.C(=O)([O-])[O-].[K+].[K+]. The catalyst is CN(C=O)C.O. The product is [CH:1]1([CH2:7][N:8]2[CH2:9][CH2:10][N:11]([C:15]3[C:24]([CH:25]=[O:26])=[CH:23][C:22]4[C:17](=[CH:18][CH:19]=[CH:20][CH:21]=4)[N:16]=3)[CH2:12][CH2:13]2)[CH2:2][CH2:3][CH2:4][CH2:5][CH2:6]1. The yield is 0.860. (3) The reactants are Cl[C:2]1[N:7]=[C:6]2[CH2:8][CH2:9][CH2:10][C:5]2=[C:4]([NH:11][C:12]2[CH:17]=[CH:16][C:15]([CH2:18][C:19]([O:21][CH2:22][CH3:23])=[O:20])=[CH:14][CH:13]=2)[CH:3]=1.[CH3:24][C@@H:25]1[CH2:30][NH:29][CH2:28][CH2:27][N:26]1[C:31]([O:33][C:34]([CH3:37])([CH3:36])[CH3:35])=[O:32]. No catalyst specified. The product is [CH2:22]([O:21][C:19](=[O:20])[CH2:18][C:15]1[CH:16]=[CH:17][C:12]([NH:11][C:4]2[CH:3]=[C:2]([N:29]3[CH2:28][CH2:27][N:26]([C:31]([O:33][C:34]([CH3:37])([CH3:36])[CH3:35])=[O:32])[C@H:25]([CH3:24])[CH2:30]3)[N:7]=[C:6]3[CH2:8][CH2:9][CH2:10][C:5]=23)=[CH:13][CH:14]=1)[CH3:23]. The yield is 0.270. (4) The reactants are [F:1][C:2]1[CH:9]=[CH:8][CH:7]=[C:6]([F:10])[C:3]=1[C:4]#[N:5].Cl.[CH3:12][NH:13][OH:14].C(=O)([O-])[O-].[Na+].[Na+]. The catalyst is O.C(O)C. The product is [F:1][C:2]1[CH:9]=[CH:8][CH:7]=[C:6]([F:10])[C:3]=1[C:4]([N:13]([OH:14])[CH3:12])=[NH:5]. The yield is 1.00. (5) The yield is 0.505. The catalyst is C(OCC)(=O)C.CN(C=O)C. The reactants are [CH2:1]1[CH:5]2[CH2:6][NH:7][CH2:8][CH:4]2[CH2:3][N:2]1[C:9]1[CH:14]=[C:13]([O:15][CH3:16])[N:12]=[C:11]([N:17]([CH3:19])[CH3:18])[N:10]=1.[F:20][C:21]1[CH:29]=[CH:28][C:24]([C:25](O)=[O:26])=[C:23]([N:30]2[N:34]=[CH:33][CH:32]=[N:31]2)[CH:22]=1.CN(C(ON1N=NC2C=CC=NC1=2)=[N+](C)C)C.F[P-](F)(F)(F)(F)F.CCN(C(C)C)C(C)C. The product is [F:20][C:21]1[CH:29]=[CH:28][C:24]([C:25]([N:7]2[CH2:6][CH:5]3[CH2:1][N:2]([C:9]4[CH:14]=[C:13]([O:15][CH3:16])[N:12]=[C:11]([N:17]([CH3:18])[CH3:19])[N:10]=4)[CH2:3][CH:4]3[CH2:8]2)=[O:26])=[C:23]([N:30]2[N:34]=[CH:33][CH:32]=[N:31]2)[CH:22]=1. (6) The catalyst is COCCOC. The product is [F:31][C:32]1[CH:37]=[C:36]([C:2]2[CH:7]=[CH:6][CH:5]=[CH:4][C:3]=2[S:8][CH2:9][C:10]([N:12]([CH:22]([CH3:24])[CH3:23])[NH:13][C:14](=[O:21])[C:15]2[CH:20]=[CH:19][CH:18]=[CH:17][CH:16]=2)=[O:11])[CH:35]=[CH:34][CH:33]=1. The yield is 0.167. The reactants are Br[C:2]1[CH:7]=[CH:6][CH:5]=[CH:4][C:3]=1[S:8][CH2:9][C:10]([N:12]([CH:22]([CH3:24])[CH3:23])[NH:13][C:14](=[O:21])[C:15]1[CH:20]=[CH:19][CH:18]=[CH:17][CH:16]=1)=[O:11].C([O-])([O-])=O.[Na+].[Na+].[F:31][C:32]1[CH:33]=[C:34](B(O)O)[CH:35]=[CH:36][CH:37]=1. (7) The catalyst is ClCCl.CCOC(C)=O. The reactants are [C:1]([O:5][C:6]([N:8]1[CH2:13][CH2:12][C:11]([CH:15]([OH:19])[CH2:16][C:17]#[N:18])([CH3:14])[CH2:10][CH2:9]1)=[O:7])([CH3:4])([CH3:3])[CH3:2].N1C=CC=CC=1.[CH3:26][S:27](Cl)(=[O:29])=[O:28]. The product is [C:1]([O:5][C:6]([N:8]1[CH2:13][CH2:12][C:11]([CH:15]([O:19][S:27]([CH3:26])(=[O:29])=[O:28])[CH2:16][C:17]#[N:18])([CH3:14])[CH2:10][CH2:9]1)=[O:7])([CH3:4])([CH3:2])[CH3:3]. The yield is 1.00. (8) The reactants are I[C:2]1[CH:3]=[N:4][N:5]([CH3:16])[C:6]=1[C:7]1[CH:8]=[C:9]([C:12]([O:14][CH3:15])=[O:13])[S:10][CH:11]=1.[F-].[K+].C([Si](CC)(CC)[C:22]([F:25])([F:24])[F:23])C. The catalyst is CN(C=O)C.CN(P(N(C)C)(N(C)C)=O)C.[Cu]I. The product is [CH3:16][N:5]1[C:6]([C:7]2[CH:8]=[C:9]([C:12]([O:14][CH3:15])=[O:13])[S:10][CH:11]=2)=[C:2]([C:22]([F:25])([F:24])[F:23])[CH:3]=[N:4]1. The yield is 0.740. (9) The reactants are [OH-].[K+].[CH2:3]([O:5][C:6](=[O:12])[C:7](Br)([CH3:10])[CH2:8][CH3:9])[CH3:4].[OH:13][C:14]1[CH:15]=[C:16]([CH2:20][CH2:21][NH:22][C:23](=[O:30])[CH2:24][CH2:25][CH2:26][CH2:27][CH2:28][CH3:29])[CH:17]=[CH:18][CH:19]=1.C(O)(=O)CCCCCC. The catalyst is C(O)C. The product is [CH2:3]([O:5][C:6](=[O:12])[C:7]([O:13][C:14]1[CH:19]=[CH:18][CH:17]=[C:16]([CH2:20][CH2:21][NH:22][C:23](=[O:30])[CH2:24][CH2:25][CH2:26][CH2:27][CH2:28][CH3:29])[CH:15]=1)([CH3:10])[CH2:8][CH3:9])[CH3:4]. The yield is 0.190. (10) The reactants are [CH3:1][O:2][C:3]1[C:7]2[C:8](=[O:25])[N:9]([CH2:16][C:17](=[O:24])[C:18]3[CH:23]=[CH:22][CH:21]=[CH:20][CH:19]=3)[C:10]3[CH:11]=[CH:12][CH:13]=[CH:14][C:15]=3[C:6]=2[N:5]([CH3:26])[C:4]=1[C:27]([NH:29][CH:30]1[CH2:35][CH2:34][NH:33][CH2:32][CH2:31]1)=[O:28].Br[C:37]1[CH:38]=[C:39]([CH:42]=[CH:43][CH:44]=1)[C:40]#[N:41].CC(C1C=C(C(C)C)C(C2C=CC=CC=2P(C2CCCCC2)C2CCCCC2)=C(C(C)C)C=1)C.CC(C)([O-])C.[Na+].C(N(CC)CC)C. The catalyst is CC(=O)CC.O.C1C=CC(/C=C/C(/C=C/C2C=CC=CC=2)=O)=CC=1.C1C=CC(/C=C/C(/C=C/C2C=CC=CC=2)=O)=CC=1.C1C=CC(/C=C/C(/C=C/C2C=CC=CC=2)=O)=CC=1.[Pd].[Pd]. The product is [C:40]([C:39]1[CH:38]=[C:37]([N:33]2[CH2:32][CH2:31][CH:30]([NH:29][C:27]([C:4]3[N:5]([CH3:26])[C:6]4[C:15]5[CH:14]=[CH:13][CH:12]=[CH:11][C:10]=5[N:9]([CH2:16][C:17](=[O:24])[C:18]5[CH:23]=[CH:22][CH:21]=[CH:20][CH:19]=5)[C:8](=[O:25])[C:7]=4[C:3]=3[O:2][CH3:1])=[O:28])[CH2:35][CH2:34]2)[CH:44]=[CH:43][CH:42]=1)#[N:41]. The yield is 0.0740.